Dataset: Peptide-MHC class I binding affinity with 185,985 pairs from IEDB/IMGT. Task: Regression. Given a peptide amino acid sequence and an MHC pseudo amino acid sequence, predict their binding affinity value. This is MHC class I binding data. (1) The binding affinity (normalized) is 0.116. The MHC is Patr-B0101 with pseudo-sequence Patr-B0101. The peptide sequence is WAIKWEYVVL. (2) The peptide sequence is FSDLLSMAW. The MHC is HLA-B15:01 with pseudo-sequence HLA-B15:01. The binding affinity (normalized) is 0.0847. (3) The peptide sequence is ILFQRTFSI. The MHC is HLA-A11:01 with pseudo-sequence HLA-A11:01. The binding affinity (normalized) is 0.0144. (4) The peptide sequence is KSWPAAIDW. The MHC is HLA-B57:01 with pseudo-sequence HLA-B57:01. The binding affinity (normalized) is 0.680. (5) The peptide sequence is ILDNQGRVV. The MHC is HLA-B07:02 with pseudo-sequence HLA-B07:02. The binding affinity (normalized) is 0.0847. (6) The peptide sequence is MLGEETIKV. The MHC is HLA-A02:50 with pseudo-sequence HLA-A02:50. The binding affinity (normalized) is 1.00. (7) The peptide sequence is AFLIGANYL. The MHC is HLA-A01:01 with pseudo-sequence HLA-A01:01. The binding affinity (normalized) is 0.